From a dataset of Forward reaction prediction with 1.9M reactions from USPTO patents (1976-2016). Predict the product of the given reaction. (1) Given the reactants [F:1][C:2]1[CH:3]=[C:4]([C:9]2[C:10]([O:18][CH2:19][C:20]([F:23])([F:22])[F:21])=[N:11][CH:12]=[C:13]([CH:17]=2)[C:14]([OH:16])=O)[CH:5]=[CH:6][C:7]=1[F:8].[CH3:24][O:25][C:26]1[CH:30]=[C:29]([CH2:31][NH2:32])[O:28][N:27]=1, predict the reaction product. The product is: [F:1][C:2]1[CH:3]=[C:4]([C:9]2[C:10]([O:18][CH2:19][C:20]([F:23])([F:22])[F:21])=[N:11][CH:12]=[C:13]([CH:17]=2)[C:14]([NH:32][CH2:31][C:29]2[O:28][N:27]=[C:26]([O:25][CH3:24])[CH:30]=2)=[O:16])[CH:5]=[CH:6][C:7]=1[F:8]. (2) Given the reactants [CH:1]1([CH2:7][C:8]2([CH3:37])[C:17]3[C:12](=[CH:13][CH:14]=[CH:15][CH:16]=3)[C:11]([OH:18])=[C:10]([C:19]3[NH:24][C:23]4[CH:25]=[CH:26][C:27]([NH:29][S:30]([CH3:33])(=[O:32])=[O:31])=[CH:28][C:22]=4[S:21](=[O:35])(=[O:34])[N:20]=3)[C:9]2=[O:36])[CH2:6][CH2:5][CH2:4][CH2:3][CH2:2]1.[OH-].[Na+:39], predict the reaction product. The product is: [CH:1]1([CH2:7][C:8]2([CH3:37])[C:17]3[C:12](=[CH:13][CH:14]=[CH:15][CH:16]=3)[C:11]([O-:18])=[C:10]([C:19]3[NH:24][C:23]4[CH:25]=[CH:26][C:27]([NH:29][S:30]([CH3:33])(=[O:32])=[O:31])=[CH:28][C:22]=4[S:21](=[O:34])(=[O:35])[N:20]=3)[C:9]2=[O:36])[CH2:2][CH2:3][CH2:4][CH2:5][CH2:6]1.[Na+:39]. (3) Given the reactants [Br:1][C:2]1[CH:7]=[CH:6][C:5]([C:8](=[NH:11])[NH:9][OH:10])=[CH:4][CH:3]=1.[C:12](OC(=O)C)(=O)[CH3:13], predict the reaction product. The product is: [Br:1][C:2]1[CH:3]=[CH:4][C:5]([C:8]2[N:11]=[C:12]([CH3:13])[O:10][N:9]=2)=[CH:6][CH:7]=1. (4) Given the reactants CCN(C(C)C)C(C)C.[F:10][C:11]1[CH:12]=[C:13]([C:17]2[N:22]=[C:21]([CH3:23])[C:20]([C:24]([OH:26])=O)=[CH:19][N:18]=2)[CH:14]=[CH:15][CH:16]=1.[N+:27]([C:30]1[CH:31]=[C:32]2[C:36](=[CH:37][CH:38]=1)[N:35]([NH2:39])[CH:34]=[CH:33]2)([O-:29])=[O:28].CN(C(SC1[N+]([O-])=CC=CC=1)=[N+](C)C)C.F[P-](F)(F)(F)(F)F, predict the reaction product. The product is: [N+:27]([C:30]1[CH:31]=[C:32]2[C:36](=[CH:37][CH:38]=1)[N:35]([NH:39][C:24]([C:20]1[C:21]([CH3:23])=[N:22][C:17]([C:13]3[CH:14]=[CH:15][CH:16]=[C:11]([F:10])[CH:12]=3)=[N:18][CH:19]=1)=[O:26])[CH:34]=[CH:33]2)([O-:29])=[O:28]. (5) Given the reactants [CH:1]([C@@H:4]1[N:10]([C:11]2[CH:16]=[CH:15][N:14]=[CH:13][CH:12]=2)[CH2:9][C:8]2[CH:17]=[CH:18][C:19]([C:21](OC)=[O:22])=[CH:20][C:7]=2[O:6][CH2:5]1)([CH3:3])[CH3:2].[NH2:25][OH:26].[OH-].[Na+], predict the reaction product. The product is: [OH:26][NH:25][C:21]([C:19]1[CH:18]=[CH:17][C:8]2[CH2:9][N:10]([C:11]3[CH:16]=[CH:15][N:14]=[CH:13][CH:12]=3)[C@@H:4]([CH:1]([CH3:2])[CH3:3])[CH2:5][O:6][C:7]=2[CH:20]=1)=[O:22]. (6) The product is: [NH2:28][C:24]1[N:23]=[C:22]([NH:21][C:17]2[CH:16]=[C:15]([NH:1][C:2]3[CH:7]=[CH:6][CH:5]=[CH:4][CH:3]=3)[N:20]=[CH:19][N:18]=2)[CH:27]=[CH:26][CH:25]=1. Given the reactants [NH2:1][C:2]1[CH:7]=[CH:6][CH:5]=[CH:4][CH:3]=1.C([O-])([O-])=O.[K+].[K+].Cl[C:15]1[N:20]=[CH:19][N:18]=[C:17]([NH:21][C:22]2[CH:27]=[CH:26][CH:25]=[C:24]([NH2:28])[N:23]=2)[CH:16]=1, predict the reaction product. (7) Given the reactants [CH3:1][O:2][C:3]1[CH:4]=[C:5]2[C:15]3[C:10](=[CH:11][N:12]=[C:13]([OH:16])[CH:14]=3)[NH:9][C:6]2=[N:7][CH:8]=1.[F:17][C:18]([F:31])([F:30])[S:19](O[S:19]([C:18]([F:31])([F:30])[F:17])(=[O:21])=[O:20])(=[O:21])=[O:20], predict the reaction product. The product is: [F:17][C:18]([F:31])([F:30])[S:19]([O:16][C:13]1[CH:14]=[C:15]2[C:5]3[C:6](=[N:7][CH:8]=[C:3]([O:2][CH3:1])[CH:4]=3)[NH:9][C:10]2=[CH:11][N:12]=1)(=[O:21])=[O:20]. (8) Given the reactants [CH3:1][C:2]1[S:6][C:5]([C:7]#[N:8])=[CH:4][CH:3]=1.[Br:9]N1C(=O)CCC1=O, predict the reaction product. The product is: [Br:9][CH2:1][C:2]1[S:6][C:5]([C:7]#[N:8])=[CH:4][CH:3]=1. (9) Given the reactants [C:1]([C:5]1[CH:6]=[C:7]([C:14](=[O:16])[CH3:15])[CH:8]=[C:9]([OH:13])[C:10]=1[O:11][CH3:12])([CH3:4])([CH3:3])[CH3:2].C([O:20][CH2:21][C:22]([CH3:26])([CH3:25])[CH2:23]Br)(=O)C.C(=O)([O-])[O-].[Cs+].[Cs+].[Br-], predict the reaction product. The product is: [C:1]([C:5]1[CH:6]=[C:7]([C:14](=[O:16])[CH3:15])[CH:8]=[C:9]([O:13][CH2:23][C:22]([CH3:26])([CH3:25])[CH2:21][OH:20])[C:10]=1[O:11][CH3:12])([CH3:4])([CH3:2])[CH3:3].